Dataset: Full USPTO retrosynthesis dataset with 1.9M reactions from patents (1976-2016). Task: Predict the reactants needed to synthesize the given product. (1) Given the product [Cl:1][C:2]1[CH:3]=[C:4]([C:8]2[C:9]3[N:18]([CH2:19][C@H:20]4[CH2:25][CH2:24][C@H:23]([CH3:26])[CH2:22][CH2:21]4)[CH:17]=[C:16](/[CH:29]=[CH:28]/[C:30]4[CH:31]=[N:32][CH:33]=[CH:34][CH:35]=4)[C:10]=3[N:11]=[C:12]([C:14]#[N:15])[N:13]=2)[CH:5]=[N:6][CH:7]=1, predict the reactants needed to synthesize it. The reactants are: [Cl:1][C:2]1[CH:3]=[C:4]([C:8]2[C:9]3[N:18]([CH2:19][C@H:20]4[CH2:25][CH2:24][C@H:23]([CH3:26])[CH2:22][CH2:21]4)[CH:17]=[C:16](I)[C:10]=3[N:11]=[C:12]([C:14]#[N:15])[N:13]=2)[CH:5]=[N:6][CH:7]=1.[CH:28]([C:30]1[CH:31]=[N:32][CH:33]=[CH:34][CH:35]=1)=[CH2:29].C(N(CC)CC)C.CC1C=CC=CC=1P(C1C=CC=CC=1C)C1C=CC=CC=1C. (2) Given the product [C:44]([O:14][CH:13]([C:5]1[CH:6]=[C:7]2[CH2:8][O:9][CH2:10][CH2:11][N:12]2[N:4]=1)[C:29]1([Br:33])[C:28](=[O:34])[N:27]2[C@@H:30]1[S:31][CH:32]=[C:26]2[C:24]([O:23][CH2:22][C:21]1[CH:35]=[CH:36][C:18]([N+:15]([O-:17])=[O:16])=[CH:19][CH:20]=1)=[O:25])(=[O:46])[CH3:45], predict the reactants needed to synthesize it. The reactants are: [Mg+2].[Br-].[Br-].[N:4]1[N:12]2[C:7]([CH2:8][O:9][CH2:10][CH2:11]2)=[CH:6][C:5]=1[CH:13]=[O:14].[N+:15]([C:18]1[CH:36]=[CH:35][C:21]([CH2:22][O:23][C:24]([C:26]2[N:27]3[C@H:30]([S:31][CH:32]=2)[C@@H:29]([Br:33])[C:28]3=[O:34])=[O:25])=[CH:20][CH:19]=1)([O-:17])=[O:16].C(N(CC)CC)C.[C:44](OC(=O)C)(=[O:46])[CH3:45]. (3) Given the product [CH2:1]([O:5][C:6]([C:8]1[CH2:13][CH2:12][CH:11]=[CH:10][CH:9]=1)=[O:7])[CH2:2][CH2:3][CH3:4], predict the reactants needed to synthesize it. The reactants are: [CH2:1]([O:5][C:6]([CH:8]1[CH2:13][CH2:12][CH:11]=[CH:10][CH:9]1OC(=O)C)=[O:7])[CH2:2][CH2:3][CH3:4].CC(C)([O-])C.[K+].O. (4) Given the product [CH3:25][O:29][N:30]([CH3:31])[C:17]([C:16]1[CH:20]=[CH:21][C:13]([C:9]2([NH:8][C:6](=[O:7])[O:5][C:1]([CH3:3])([CH3:2])[CH3:4])[CH2:12][CH2:11][CH2:10]2)=[CH:14][CH:15]=1)=[O:19], predict the reactants needed to synthesize it. The reactants are: [C:1]([O:5][C:6]([NH:8][C:9]1([C:13]2[CH:21]=[CH:20][C:16]([C:17]([OH:19])=O)=[CH:15][CH:14]=2)[CH2:12][CH2:11][CH2:10]1)=[O:7])([CH3:4])([CH3:3])[CH3:2].CN([C:25]([O:29][N:30]1N=NC2C=CC=C[C:31]1=2)=[N+](C)C)C.F[P-](F)(F)(F)(F)F.C(N(CC)CC)C.Cl.CNOC. (5) The reactants are: Cl[CH2:2][CH2:3][O:4][C:5]1[CH:6]=[C:7]([CH:12]=[CH:13][CH:14]=1)[C:8]([O:10][CH3:11])=[O:9].CC(C)([O-])C.[K+]. Given the product [CH:3]([O:4][C:5]1[CH:6]=[C:7]([CH:12]=[CH:13][CH:14]=1)[C:8]([O:10][CH3:11])=[O:9])=[CH2:2], predict the reactants needed to synthesize it. (6) Given the product [Cl:33][C:34]1[CH:35]=[C:36]2[C:40](=[CH:41][CH:42]=1)[NH:39][C:38](=[O:43])[C:37]2([OH:44])[C:13]1[CH:29]=[CH:28][C:16]([O:17][Si:18]([CH:25]([CH3:27])[CH3:26])([CH:22]([CH3:24])[CH3:23])[CH:19]([CH3:21])[CH3:20])=[CH:15][C:14]=1[O:30][CH3:31], predict the reactants needed to synthesize it. The reactants are: C([Li])CCC.CCCCCC.Br[C:13]1[CH:29]=[CH:28][C:16]([O:17][Si:18]([CH:25]([CH3:27])[CH3:26])([CH:22]([CH3:24])[CH3:23])[CH:19]([CH3:21])[CH3:20])=[CH:15][C:14]=1[O:30][CH3:31].[Na].[Cl:33][C:34]1[CH:35]=[C:36]2[C:40](=[CH:41][CH:42]=1)[NH:39][C:38](=[O:43])[C:37]2=[O:44].ClC1C=C2C(=CC=1)NC(=O)C2=O.[H-].[Na+].[Cl-].[NH4+]. (7) Given the product [NH:1]([C:28]([O:30][CH2:31][CH:32]1[C:44]2[C:39](=[CH:40][CH:41]=[CH:42][CH:43]=2)[C:38]2[C:33]1=[CH:34][CH:35]=[CH:36][CH:37]=2)=[O:29])[C@H:2]([C:4]([NH:6][C@H:7]([C:12]([NH:14][C@H:15]([C:17]([NH:19][C@H:20]([C:25]([OH:27])=[O:26])[CH2:21][CH:22]([CH3:23])[CH3:24])=[O:18])[CH3:16])=[O:13])[CH2:8][CH:9]([CH3:10])[CH3:11])=[O:5])[CH3:3].[NH2:1][C@H:2]([C:4]([NH:6][C@H:7]([C:12]([NH:14][C@H:15]([C:17]([NH:19][C@H:20]([C:25]([OH:27])=[O:26])[CH2:21][CH:22]([CH3:24])[CH3:23])=[O:18])[CH3:16])=[O:13])[CH2:8][CH:9]([CH3:10])[CH3:11])=[O:5])[CH3:3].[CH3:47][C:46]([C:48]([O:50][CH2:51][CH2:52][OH:53])=[O:49])=[CH2:45], predict the reactants needed to synthesize it. The reactants are: [NH:1]([C:28]([O:30][CH2:31][CH:32]1[C:44]2[C:39](=[CH:40][CH:41]=[CH:42][CH:43]=2)[C:38]2[C:33]1=[CH:34][CH:35]=[CH:36][CH:37]=2)=[O:29])[C@H:2]([C:4]([NH:6][C@H:7]([C:12]([NH:14][C@H:15]([C:17]([NH:19][C@H:20]([C:25]([OH:27])=[O:26])[CH2:21][CH:22]([CH3:24])[CH3:23])=[O:18])[CH3:16])=[O:13])[CH2:8][CH:9]([CH3:11])[CH3:10])=[O:5])[CH3:3].[CH3:45][C:46]([C:48]([O:50][CH2:51][CH2:52][OH:53])=[O:49])=[CH2:47].C1(N=C=NC2CCCCC2)CCCCC1. (8) Given the product [ClH:1].[Cl:1][C:2]1[CH:3]=[C:4]2[C:8](=[CH:9][CH:10]=1)[NH:7][CH:6]=[C:5]2[CH:11]1[CH2:16][CH2:15][N:14]([CH2:18][CH2:19][CH2:20][C:21]([N:23]2[C:32]3[C:27](=[CH:28][CH:29]=[CH:30][CH:31]=3)[CH2:26][CH2:25][CH2:24]2)=[O:22])[CH2:13][CH2:12]1, predict the reactants needed to synthesize it. The reactants are: [Cl:1][C:2]1[CH:3]=[C:4]2[C:8](=[CH:9][CH:10]=1)[NH:7][CH:6]=[C:5]2[CH:11]1[CH2:16][CH2:15][NH:14][CH2:13][CH2:12]1.Cl[CH2:18][CH2:19][CH2:20][C:21]([N:23]1[C:32]2[C:27](=[CH:28][CH:29]=[CH:30][CH:31]=2)[CH2:26][CH2:25][CH2:24]1)=[O:22].